Dataset: Full USPTO retrosynthesis dataset with 1.9M reactions from patents (1976-2016). Task: Predict the reactants needed to synthesize the given product. (1) Given the product [CH2:1]([O:3][C:4](=[O:19])[CH:5]([C:21]1[CH:22]=[C:23]([C:24]#[N:25])[CH:26]=[CH:27][C:28]=1[N+:29]([O-:31])=[O:30])[C:6]1[CH:11]=[CH:10][C:9]([CH2:12][N:13]2[CH2:18][CH2:17][O:16][CH2:15][CH2:14]2)=[CH:8][N:7]=1)[CH3:2], predict the reactants needed to synthesize it. The reactants are: [CH2:1]([O:3][C:4](=[O:19])[CH2:5][C:6]1[CH:11]=[CH:10][C:9]([CH2:12][N:13]2[CH2:18][CH2:17][O:16][CH2:15][CH2:14]2)=[CH:8][N:7]=1)[CH3:2].F[C:21]1[CH:22]=[C:23]([CH:26]=[CH:27][C:28]=1[N+:29]([O-:31])=[O:30])[C:24]#[N:25].CC(C)([O-])C.[Li+].[Cl-].[NH4+]. (2) The reactants are: [CH3:1][C:2]1[C:3]2[N:4]([C:8]([C:18]3[CH:23]=[CH:22][N:21]=[C:20]([C:24]4[CH:29]=[CH:28][C:27]([CH:30]=O)=[CH:26][CH:25]=4)[CH:19]=3)=[C:9]([C:11]3[CH:16]=[CH:15][CH:14]=[C:13]([CH3:17])[N:12]=3)[N:10]=2)[CH:5]=[CH:6][CH:7]=1.[NH:32]1[CH2:37][CH2:36][O:35][CH2:34][CH2:33]1. Given the product [CH3:1][C:2]1[C:3]2[N:4]([C:8]([C:18]3[CH:23]=[CH:22][N:21]=[C:20]([C:24]4[CH:25]=[CH:26][C:27]([CH2:30][N:32]5[CH2:37][CH2:36][O:35][CH2:34][CH2:33]5)=[CH:28][CH:29]=4)[CH:19]=3)=[C:9]([C:11]3[CH:16]=[CH:15][CH:14]=[C:13]([CH3:17])[N:12]=3)[N:10]=2)[CH:5]=[CH:6][CH:7]=1, predict the reactants needed to synthesize it. (3) Given the product [CH:31]1([C:34]2[C:35]([O:45][C@@H:46]3[CH2:51][CH2:50][CH2:49][N:48]([CH2:52][C:53]4([C:58]([F:60])([F:61])[F:59])[CH2:57][CH2:56][CH2:55][CH2:54]4)[CH2:47]3)=[CH:36][C:37]([F:44])=[C:38]([CH:43]=2)[C:39]([OH:41])=[O:40])[CH2:33][CH2:32]1, predict the reactants needed to synthesize it. The reactants are: FC1C=C(C=CC=1)CN1CCC(COC2C(C3CC3)=CC(C(OC)=O)=C(F)C=2)CC1.[CH:31]1([C:34]2[C:35]([O:45][C@@H:46]3[CH2:51][CH2:50][CH2:49][N:48]([CH2:52][C:53]4([C:58]([F:61])([F:60])[F:59])[CH2:57][CH2:56][CH2:55][CH2:54]4)[CH2:47]3)=[CH:36][C:37]([F:44])=[C:38]([CH:43]=2)[C:39]([O:41]C)=[O:40])[CH2:33][CH2:32]1. (4) Given the product [NH2:1][C:2]1[N:11]=[CH:10][C:9]2[C:8]([NH:20][CH2:19][C:18]3[CH:21]=[CH:22][CH:23]=[C:16]([C:15]([F:14])([F:24])[F:25])[CH:17]=3)=[N:7][CH:6]=[N:5][C:4]=2[CH:3]=1, predict the reactants needed to synthesize it. The reactants are: [NH2:1][C:2]1[N:11]=[CH:10][C:9]2[C:8](SC)=[N:7][CH:6]=[N:5][C:4]=2[CH:3]=1.[F:14][C:15]([F:25])([F:24])[C:16]1[CH:17]=[C:18]([CH:21]=[CH:22][CH:23]=1)[CH2:19][NH2:20].